Dataset: Reaction yield outcomes from USPTO patents with 853,638 reactions. Task: Predict the reaction yield, written as a fraction of the theoretical maximum amount of product (1.0 means a 100% yield; for example, 0.34 means a 34% yield). (1) The reactants are [CH3:1][C:2]1[CH:3]=[C:4]([NH2:9])[C:5]([NH2:8])=[CH:6][CH:7]=1.[CH:10]([CH:12]=O)=O. The catalyst is C(O)(C)C. The product is [CH3:1][C:2]1[CH:3]=[C:4]2[C:5](=[CH:6][CH:7]=1)[N:8]=[CH:12][CH:10]=[N:9]2. The yield is 0.930. (2) The reactants are Cl[C:2]1[C:7]([N+:8]([O-:10])=[O:9])=[CH:6][CH:5]=[CH:4][C:3]=1[N+:11]([O-:13])=[O:12].[NH2:14][CH2:15][C:16]([F:21])([F:20])[C:17]([OH:19])=[O:18].C(=O)([O-])O.[Na+].O. The catalyst is CO. The product is [N+:11]([C:3]1[CH:4]=[CH:5][CH:6]=[C:7]([N+:8]([O-:10])=[O:9])[C:2]=1[NH:14][CH2:15][C:16]([F:21])([F:20])[C:17]([OH:19])=[O:18])([O-:13])=[O:12]. The yield is 0.830. (3) The reactants are Br[C:2]1[N:3]=[CH:4][S:5][C:6]=1[NH:7][C:8](=[O:14])[O:9][C:10]([CH3:13])([CH3:12])[CH3:11].C([Sn](CCCC)(CCCC)[C:20]1[N:21]=[CH:22][S:23][CH:24]=1)CCC. The catalyst is O1CCOCC1.C1C=CC([P]([Pd]([P](C2C=CC=CC=2)(C2C=CC=CC=2)C2C=CC=CC=2)([P](C2C=CC=CC=2)(C2C=CC=CC=2)C2C=CC=CC=2)[P](C2C=CC=CC=2)(C2C=CC=CC=2)C2C=CC=CC=2)(C2C=CC=CC=2)C2C=CC=CC=2)=CC=1. The product is [S:5]1[C:6]([NH:7][C:8](=[O:14])[O:9][C:10]([CH3:13])([CH3:12])[CH3:11])=[C:2]([C:20]2[N:21]=[CH:22][S:23][CH:24]=2)[N:3]=[CH:4]1. The yield is 0.710. (4) The reactants are [CH3:1][CH2:2][C@@H:3]([C@H:5]([N:36]([C:38]([C@@H:40]([NH:44][C:45]([C@@H:47]([N:51]([CH3:53])[CH3:52])[CH:48]([CH3:50])[CH3:49])=[O:46])[CH:41]([CH3:43])[CH3:42])=[O:39])[CH3:37])[C@H:6]([O:34][CH3:35])[CH2:7][C:8]([N:10]1[C@H:14]([C@H:15]([O:32][CH3:33])[C@H:16]([C:18]([NH:20][C@H:21]([C:29]([OH:31])=[O:30])[CH2:22][C:23]2[CH:28]=[CH:27][CH:26]=[CH:25][CH:24]=2)=[O:19])[CH3:17])[CH2:13][CH2:12][CH2:11]1)=[O:9])[CH3:4].CN(C(ON1N=NC2C=CC=NC1=2)=[N+](C)C)C.F[P-](F)(F)(F)(F)F.C(N(C(C)C)CC)(C)C.[NH2:87][CH2:88][CH2:89][CH2:90][OH:91]. The catalyst is CN(C=O)C. The product is [CH3:1][CH2:2][C@@H:3]([C@H:5]([N:36]([C:38]([C@@H:40]([NH:44][C:45]([C@@H:47]([N:51]([CH3:53])[CH3:52])[CH:48]([CH3:50])[CH3:49])=[O:46])[CH:41]([CH3:43])[CH3:42])=[O:39])[CH3:37])[C@H:6]([O:34][CH3:35])[CH2:7][C:8]([N:10]1[C@H:14]([C@H:15]([O:32][CH3:33])[C@H:16]([C:18]([NH:20][C@H:21]([C:29]([OH:31])=[O:30])[CH2:22][C:23]2[CH:28]=[CH:27][CH:26]=[CH:25][CH:24]=2)=[O:19])[CH3:17])[CH2:13][CH2:12][CH2:11]1)=[O:9])[CH3:4].[OH:91][CH2:90][CH2:89][CH2:88][NH-:87]. The yield is 0.680. (5) The reactants are [Cl:1][C:2]1[CH:10]=[CH:9][C:8]([CH3:11])=[CH:7][C:3]=1[C:4]([NH2:6])=[O:5].FC1C=CC([O:19][C:20](=O)[NH:21][C:22]2[S:23][C:24]3[CH:30]=[C:29]([S:31]([CH3:34])(=[O:33])=[O:32])[CH:28]=[CH:27][C:25]=3[N:26]=2)=CC=1. No catalyst specified. The product is [Cl:1][C:2]1[CH:10]=[CH:9][C:8]([CH3:11])=[CH:7][C:3]=1[C:4]([NH:6][C:20](=[O:19])[NH:21][C:22]1[S:23][C:24]2[CH:30]=[C:29]([S:31]([CH3:34])(=[O:33])=[O:32])[CH:28]=[CH:27][C:25]=2[N:26]=1)=[O:5]. The yield is 0.200. (6) The reactants are Cl.[NH2:2][CH2:3][C:4]([C:6]1[CH:11]=[CH:10][CH:9]=[CH:8][CH:7]=1)=[O:5].[C:12]1([C:18]2[CH:19]=[C:20]([S:24](Cl)(=[O:26])=[O:25])[CH:21]=[CH:22][CH:23]=2)[CH:17]=[CH:16][CH:15]=[CH:14][CH:13]=1.CCN(CC)CC. The catalyst is CN(C=O)C. The product is [O:5]=[C:4]([C:6]1[CH:11]=[CH:10][CH:9]=[CH:8][CH:7]=1)[CH2:3][NH:2][S:24]([C:20]1[CH:19]=[C:18]([C:12]2[CH:13]=[CH:14][CH:15]=[CH:16][CH:17]=2)[CH:23]=[CH:22][CH:21]=1)(=[O:26])=[O:25]. The yield is 0.130. (7) The reactants are [Cl:1][C:2]1[N:11]=[C:10](Cl)[C:9]2[C:4](=[CH:5][CH:6]=[CH:7][CH:8]=2)[N:3]=1.[CH:13]([Mg]Cl)([CH3:15])[CH3:14]. The catalyst is [Ni](Cl)Cl.C1(P(C2C=CC=CC=2)CCP(C2C=CC=CC=2)C2C=CC=CC=2)C=CC=CC=1.C1COCC1. The product is [Cl:1][C:2]1[N:11]=[C:10]([CH:13]([CH3:15])[CH3:14])[C:9]2[C:4](=[CH:5][CH:6]=[CH:7][CH:8]=2)[N:3]=1. The yield is 0.200. (8) The reactants are [H-].[Na+].[N+:3]([C:6]1[CH:7]=[C:8]([C:11]([O:13][CH2:14][CH3:15])=[O:12])[NH:9][CH:10]=1)([O-:5])=[O:4].[NH2:16]Cl. The catalyst is CN(C=O)C. The product is [NH2:16][N:9]1[CH:10]=[C:6]([N+:3]([O-:5])=[O:4])[CH:7]=[C:8]1[C:11]([O:13][CH2:14][CH3:15])=[O:12]. The yield is 0.360. (9) The reactants are [NH2:1][C:2]1[CH:7]=[CH:6][C:5]([N:8]2[C:16]3[C:11](=[CH:12][CH:13]=[CH:14][CH:15]=3)[CH:10]=[C:9]2[C:17]([OH:19])=[O:18])=[CH:4][CH:3]=1.CO[CH:22]1[CH2:26][CH2:25][CH:24](OC)O1. The catalyst is C(O)(=O)C. The product is [N:1]1([C:2]2[CH:3]=[CH:4][C:5]([N:8]3[C:16]4[C:11](=[CH:12][CH:13]=[CH:14][CH:15]=4)[CH:10]=[C:9]3[C:17]([OH:19])=[O:18])=[CH:6][CH:7]=2)[CH:22]=[CH:26][CH:25]=[CH:24]1. The yield is 0.200. (10) The reactants are [Cl:1][C:2]1[C:3]([O:12][C:13]2[CH:18]=[C:17]([O:19][CH2:20][CH2:21][O:22][CH3:23])[CH:16]=[CH:15][C:14]=2[CH2:24][CH2:25][CH2:26][OH:27])=[N:4][CH:5]=[C:6]([C:8]([F:11])([F:10])[F:9])[CH:7]=1.C(N(CC)C(C)C)(C)C.[C:37]1([CH3:49])[CH:42]=[CH:41][C:40]([S:43]([N:46]=[C:47]=[O:48])(=[O:45])=[O:44])=[CH:39][CH:38]=1.Cl.C(OC(=O)C)(=O)C.C(=O)([O-])O.[Na+]. The catalyst is C(#N)C.C(OCC)(=O)C.N1C=CC=CC=1. The product is [OH2:12].[CH3:49][C:37]1[CH:42]=[CH:41][C:40]([S:43]([NH:46][C:47](=[O:48])[O:27][CH2:26][CH2:25][CH2:24][C:14]2[CH:15]=[CH:16][C:17]([O:19][CH2:20][CH2:21][O:22][CH3:23])=[CH:18][C:13]=2[O:12][C:3]2[C:2]([Cl:1])=[CH:7][C:6]([C:8]([F:9])([F:11])[F:10])=[CH:5][N:4]=2)(=[O:45])=[O:44])=[CH:39][CH:38]=1. The yield is 0.180.